This data is from CYP3A4 inhibition data for predicting drug metabolism from PubChem BioAssay. The task is: Regression/Classification. Given a drug SMILES string, predict its absorption, distribution, metabolism, or excretion properties. Task type varies by dataset: regression for continuous measurements (e.g., permeability, clearance, half-life) or binary classification for categorical outcomes (e.g., BBB penetration, CYP inhibition). Dataset: cyp3a4_veith. (1) The compound is CCCCc1ccc(-c2csc(/C(C#N)=C/c3ccc(C)o3)n2)cc1. The result is 1 (inhibitor). (2) The compound is CO[C@@H]1COC(=O)[C@H](C)NC(=O)C/C=C\[C@@H](C)[C@H](OC)COC(=O)C/C=C\[C@@H]1C. The result is 0 (non-inhibitor). (3) The molecule is c1ccc(C2OCC3(CO2)COC(c2ccccc2)OC3)cc1. The result is 0 (non-inhibitor).